Dataset: Catalyst prediction with 721,799 reactions and 888 catalyst types from USPTO. Task: Predict which catalyst facilitates the given reaction. Reactant: C[N:2](C)[CH:3]=[CH:4][C:5]([C:7]1[CH:12]=[CH:11][CH:10]=[C:9]([OH:13])[CH:8]=1)=[O:6].Cl.NO. Product: [O:6]1[C:5]([C:7]2[CH:8]=[C:9]([OH:13])[CH:10]=[CH:11][CH:12]=2)=[CH:4][CH:3]=[N:2]1. The catalyst class is: 38.